This data is from NCI-60 drug combinations with 297,098 pairs across 59 cell lines. The task is: Regression. Given two drug SMILES strings and cell line genomic features, predict the synergy score measuring deviation from expected non-interaction effect. (1) Drug 1: C1CCC(C1)C(CC#N)N2C=C(C=N2)C3=C4C=CNC4=NC=N3. Drug 2: CCC1=CC2CC(C3=C(CN(C2)C1)C4=CC=CC=C4N3)(C5=C(C=C6C(=C5)C78CCN9C7C(C=CC9)(C(C(C8N6C)(C(=O)OC)O)OC(=O)C)CC)OC)C(=O)OC.C(C(C(=O)O)O)(C(=O)O)O. Cell line: A549. Synergy scores: CSS=53.5, Synergy_ZIP=5.60, Synergy_Bliss=6.17, Synergy_Loewe=-11.4, Synergy_HSA=6.78. (2) Drug 1: C1CC(=O)NC(=O)C1N2CC3=C(C2=O)C=CC=C3N. Drug 2: CC1=CC2C(CCC3(C2CCC3(C(=O)C)OC(=O)C)C)C4(C1=CC(=O)CC4)C. Cell line: NCI-H226. Synergy scores: CSS=-2.72, Synergy_ZIP=7.54, Synergy_Bliss=-3.18, Synergy_Loewe=-8.06, Synergy_HSA=-8.80. (3) Drug 1: CS(=O)(=O)C1=CC(=C(C=C1)C(=O)NC2=CC(=C(C=C2)Cl)C3=CC=CC=N3)Cl. Drug 2: C1=NC2=C(N1)C(=S)N=C(N2)N. Cell line: MALME-3M. Synergy scores: CSS=10.3, Synergy_ZIP=-5.21, Synergy_Bliss=1.71, Synergy_Loewe=-11.1, Synergy_HSA=-0.207. (4) Drug 1: CC1=C(C=C(C=C1)NC2=NC=CC(=N2)N(C)C3=CC4=NN(C(=C4C=C3)C)C)S(=O)(=O)N.Cl. Drug 2: CNC(=O)C1=NC=CC(=C1)OC2=CC=C(C=C2)NC(=O)NC3=CC(=C(C=C3)Cl)C(F)(F)F. Cell line: BT-549. Synergy scores: CSS=11.0, Synergy_ZIP=1.90, Synergy_Bliss=6.07, Synergy_Loewe=2.22, Synergy_HSA=2.22. (5) Drug 1: CC1=C(C(CCC1)(C)C)C=CC(=CC=CC(=CC(=O)O)C)C. Drug 2: CN1C(=O)N2C=NC(=C2N=N1)C(=O)N. Cell line: HCC-2998. Synergy scores: CSS=-6.80, Synergy_ZIP=2.94, Synergy_Bliss=-0.668, Synergy_Loewe=-2.75, Synergy_HSA=-5.22. (6) Drug 1: COC1=CC(=CC(=C1O)OC)C2C3C(COC3=O)C(C4=CC5=C(C=C24)OCO5)OC6C(C(C7C(O6)COC(O7)C8=CC=CS8)O)O. Drug 2: C1=NC2=C(N1)C(=S)N=C(N2)N. Cell line: MALME-3M. Synergy scores: CSS=24.3, Synergy_ZIP=-7.21, Synergy_Bliss=-4.05, Synergy_Loewe=-6.40, Synergy_HSA=-1.92.